Dataset: Experimentally validated miRNA-target interactions with 360,000+ pairs, plus equal number of negative samples. Task: Binary Classification. Given a miRNA mature sequence and a target amino acid sequence, predict their likelihood of interaction. (1) The miRNA is hsa-miR-660-3p with sequence ACCUCCUGUGUGCAUGGAUUA. The protein sequence of the target gene is MSRRRHSDENDGGQPHKRRKTSDANETEDHLESLICKVGEKSACSLESNLEGLAGVLEADLPNYKSKILRLLCTVARLLPEKLTIYTTLVGLLNARNYNFGGEFVEAMIRQLKESLKANNYNEAVYLVRFLSDLVNCHVIAAPSMVAMFENFVSVTQEEDVPQVRRDWYVYAFLSSLPWVGKELYEKKDAEMDRIFANTESYLKRRQKTHVPMLQVWTADKPHPQEEYLDCLWAQIQKLKKDRWQERHILRPYLAFDSILCEALQHNLPPFTPPPHTEDSVYPMPRVIFRMFDYTDDPEG.... Result: 0 (no interaction). (2) The miRNA is hsa-miR-548aj-3p with sequence UAAAAACUGCAAUUACUUUUA. The protein sequence of the target gene is MLSLLVWILTLSDTFSQGTQTRFSQEPADQTVVAGQRAVLPCVLLNYSGIVQWTKDGLALGMGQGLKAWPRYRVVGSADAGQYNLEITDAELSDDASYECQATEAALRSRRAKLTVLIPPEDTRIDGGPVILLQAGTPHNLTCRAFNAKPAATIIWFRDGTQQEGAVASTELLKDGKRETTVSQLLINPTDLDIGRVFTCRSMNEAIPSGKETSIELDVHHPPTVTLSIEPQTVQEGERVVFTCQATANPEILGYRWAKGGFLIEDAHESRYETNVDYSFFTEPVSCEVHNKVGSTNVST.... Result: 0 (no interaction). (3) The miRNA is gga-let-7a-5p with sequence UGAGGUAGUAGGUUGUAUAGUU. The protein sequence of the target gene is MISRHLQNNLMSVDPASSQAMELSDVTLIEGVGNEVMVVAGVVVLILALVLAWLSTYVADSGSNQLLGAIVSAGDTSVLHLGHVDHLVAGQGNPEPTELPHPSEGNDEKAEEAGEGRGDSTGEAGAGGGVEPSLEHLLDIQGLPKRQAGAGSSSPEAPLRSEDSTCLPPSPGLITVRLKFLNDTEELAVARPEDTVGALKSKYFPGQESQMKLIYQGRLLQDPARTLRSLNITDNCVIHCHRSPPGSAVPGPSASLAPSATEPPSLGVNVGSLMVPVFVVLLGVVWYFRINYRQFFTAPA.... Result: 0 (no interaction). (4) The protein sequence of the target gene is MSVLDALWEDRDVRFDLSAQQMKTRPGEVLIDCLDSIEDTKGNNGDRGRLLVTNLRILWHSLALSRVNVSVGYNCILNITTRTANSKLRGQTEALYILTKCNSTRFEFIFTNLVPGSPRLFTSVMAVHRAYETSKMYRDFKLRSALIQNKQLRLLPQEHVYDKINGVWNLSSDQGNLGTFFITNVRIVWHANMNDSFNVSIPYLQIRSIKIRDSKFGLALVIESSQQSGGYVLGFKIDPVEKLQESVKEINSLHKVYSASPIFGVDYEMEEKPQPLEALTVEQIQDDVEIDSDGHTDAFV.... The miRNA is hsa-miR-4763-3p with sequence AGGCAGGGGCUGGUGCUGGGCGGG. Result: 1 (interaction). (5) The miRNA is hsa-miR-4474-3p with sequence UUGUGGCUGGUCAUGAGGCUAA. The protein sequence of the target gene is MGLPGLFCLAVLAASSFSKAREEEITPVVSIAYKVLEVFPKGRWVLITCCAPQPPPPITYSLCGTKNIKVAKKVVKTHEPASFNLNVTLKSSPDLLTYFCWASSTSGAHVDSARLQMHWELWSKPVSELRANFTLQDRGAGPRVEMICQASSGSPPITNSLIGKDGQVHLQQRPCHRQPANFSFLPSQTSDWFWCQAANNANVQHSALTVVPPGGDQKMEDWQGPLESPILALPLYRSTRRLSEEEFGGFRIGNGEVRGRKAAAM. Result: 1 (interaction). (6) The miRNA is mmu-miR-434-5p with sequence GCUCGACUCAUGGUUUGAACCA. The protein sequence of the target gene is METNFSIPLNETEEVLPEPAGHTVLWIFSLLVHGVTFVFGVLGNGLVIWVAGFRMTRTVNTICYLNLALADFSFSAILPFRMVSVAMREKWPFGSFLCKLVHVMIDINLFVSVYLITIIALDRCICVLHPAWAQNHRTMSLAKRVMTGLWIFTIVLTLPNFIFWTTISTTNGDTYCIFNFAFWGDTAVERLNVFITMAKVFLILHFIIGFSVPMSIITVCYGIIAAKIHRNHMIKSSRPLRVFAAVVASFFICWFPYELIGILMAVWLKEMLLNGKYKIILVLINPTSSLAFFNSCLNPI.... Result: 0 (no interaction).